This data is from Reaction yield outcomes from USPTO patents with 853,638 reactions. The task is: Predict the reaction yield, written as a fraction of the theoretical maximum amount of product (1.0 means a 100% yield; for example, 0.34 means a 34% yield). (1) The reactants are [CH2:1]([C:18]([OH:56])([CH2:38][CH2:39][CH2:40][CH2:41][CH2:42][CH2:43][CH2:44][CH2:45]/[CH:46]=[CH:47]\[CH2:48]/[CH:49]=[CH:50]\[CH2:51][CH2:52][CH2:53][CH2:54][CH3:55])[CH:19]([OH:37])[CH2:20][CH2:21][CH2:22][CH2:23][CH2:24][CH2:25][CH2:26]/[CH:27]=[CH:28]\[CH2:29]/[CH:30]=[CH:31]\[CH2:32][CH2:33][CH2:34][CH2:35][CH3:36])[CH2:2][CH2:3][CH2:4][CH2:5][CH2:6][CH2:7]/[CH:8]=[CH:9]\[CH2:10]/[CH:11]=[CH:12]\[CH2:13][CH2:14][CH2:15][CH2:16][CH3:17].N1C=CC=CC=1.[O:63]=[C:64](Cl)OC(Cl)(Cl)Cl. The catalyst is CCOCC. The product is [CH2:1]([C:18]1([CH2:38][CH2:39][CH2:40][CH2:41][CH2:42][CH2:43][CH2:44][CH2:45]/[CH:46]=[CH:47]\[CH2:48]/[CH:49]=[CH:50]\[CH2:51][CH2:52][CH2:53][CH2:54][CH3:55])[CH:19]([CH2:20][CH2:21][CH2:22][CH2:23][CH2:24][CH2:25][CH2:26]/[CH:27]=[CH:28]\[CH2:29]/[CH:30]=[CH:31]\[CH2:32][CH2:33][CH2:34][CH2:35][CH3:36])[O:37][C:64](=[O:63])[O:56]1)[CH2:2][CH2:3][CH2:4][CH2:5][CH2:6][CH2:7]/[CH:8]=[CH:9]\[CH2:10]/[CH:11]=[CH:12]\[CH2:13][CH2:14][CH2:15][CH2:16][CH3:17]. The yield is 0.570. (2) The reactants are Br[C:2]1[CH:3]=[C:4]([C:8]([O:10][CH3:11])=[O:9])[S:5][C:6]=1[Cl:7].[CH3:12][N:13]1[CH:17]=[CH:16][CH:15]=[N:14]1.C(=O)([O-])[O-].[K+].[K+].C(OCC)(=O)C.CCCCCC. The catalyst is O1CCOCC1.O. The product is [Cl:7][C:6]1[S:5][C:4]([C:8]([O:10][CH3:11])=[O:9])=[CH:3][C:2]=1[C:17]1[N:13]([CH3:12])[N:14]=[CH:15][CH:16]=1. The yield is 0.340. (3) The reactants are Br[C:2]1[C:3]([CH3:20])=[N:4][CH:5]=[C:6]([C:18]=1[OH:19])[C:7]([NH:9][CH2:10][C:11]1[CH:16]=[CH:15][C:14]([F:17])=[CH:13][CH:12]=1)=[O:8].[CH3:21][O-:22].[Na+].CO. The catalyst is CN(C)C=O.[Cu]I. The product is [F:17][C:14]1[CH:15]=[CH:16][C:11]([CH2:10][NH:9][C:7](=[O:8])[C:6]2[C:18]([OH:19])=[C:2]([O:22][CH3:21])[C:3]([CH3:20])=[N:4][CH:5]=2)=[CH:12][CH:13]=1. The yield is 0.870. (4) The reactants are [C:1]([C:3]1[CH:4]=[C:5]([CH:27]([CH3:35])[C:28]([O:30]C(C)(C)C)=[O:29])[CH:6]=[CH:7][C:8]=1[O:9][C:10]1[CH:15]=[CH:14][C:13]([NH:16][C:17](=[O:26])[C:18]2[CH:23]=[CH:22][C:21]([Cl:24])=[C:20]([Cl:25])[CH:19]=2)=[CH:12][CH:11]=1)#[N:2].C(O)(C(F)(F)F)=O. The catalyst is C(Cl)Cl. The product is [C:1]([C:3]1[CH:4]=[C:5]([CH:27]([CH3:35])[C:28]([OH:30])=[O:29])[CH:6]=[CH:7][C:8]=1[O:9][C:10]1[CH:11]=[CH:12][C:13]([NH:16][C:17](=[O:26])[C:18]2[CH:23]=[CH:22][C:21]([Cl:24])=[C:20]([Cl:25])[CH:19]=2)=[CH:14][CH:15]=1)#[N:2]. The yield is 0.780. (5) The reactants are [CH2:1]([O:8][C:9]1[C:14]([C:15]([CH3:18])([CH3:17])[CH3:16])=[CH:13][CH:12]=[CH:11][C:10]=1B1OC(C)(C)C(C)(C)O1)[C:2]1[CH:7]=[CH:6][CH:5]=[CH:4][CH:3]=1.[C:28]([C:31]1[CH:32]=[C:33](B(O)O)[CH:34]=[CH:35][CH:36]=1)(=[O:30])[CH3:29].C(COC)OC.C(=O)(O)[O-].[Na+]. The catalyst is O.[Pd].C(OCC)(=O)C.Cl[Pd](Cl)([P](C1C=CC=CC=1)(C1C=CC=CC=1)C1C=CC=CC=1)[P](C1C=CC=CC=1)(C1C=CC=CC=1)C1C=CC=CC=1. The product is [CH2:1]([O:8][C:9]1[C:14]([C:15]([CH3:16])([CH3:17])[CH3:18])=[CH:13][CH:12]=[CH:11][C:10]=1[C:35]1[CH:34]=[CH:33][CH:32]=[C:31]([C:28](=[O:30])[CH3:29])[CH:36]=1)[C:2]1[CH:3]=[CH:4][CH:5]=[CH:6][CH:7]=1. The yield is 0.870. (6) The reactants are CS(C)=O.[NH2:5][C:6]1[CH:11]=[C:10]([C:12]2[C:13]([C:26]3[CH:31]=[CH:30][C:29]([F:32])=[CH:28][CH:27]=3)=[N:14][N:15]([C:17]3[CH:18]=[CH:19][C:20]4[N:21]([CH:23]=[N:24][N:25]=4)[N:22]=3)[CH:16]=2)[CH:9]=[CH:8][N:7]=1.[CH3:33][S:34]([OH:37])(=[O:36])=[O:35]. The catalyst is C(OCC)(=O)C. The product is [CH3:33][S:34]([OH:37])(=[O:36])=[O:35].[NH2:5][C:6]1[CH:11]=[C:10]([C:12]2[C:13]([C:26]3[CH:31]=[CH:30][C:29]([F:32])=[CH:28][CH:27]=3)=[N:14][N:15]([C:17]3[CH:18]=[CH:19][C:20]4[N:21]([CH:23]=[N:24][N:25]=4)[N:22]=3)[CH:16]=2)[CH:9]=[CH:8][N:7]=1. The yield is 0.920. (7) The reactants are Br[C:2]1[CH:3]=[C:4]([O:18][CH2:19][CH3:20])[C:5]([O:8][CH2:9][C:10]2[CH:15]=[CH:14][C:13]([O:16][CH3:17])=[CH:12][CH:11]=2)=[N:6][CH:7]=1.[CH3:21][C:22]1([CH3:38])[C:26]([CH3:28])([CH3:27])[O:25][B:24]([B:24]2[O:25][C:26]([CH3:28])([CH3:27])[C:22]([CH3:38])([CH3:21])[O:23]2)[O:23]1.C([O-])(=O)C.[K+]. The catalyst is O1CCOCC1.C1C=CC(P(C2C=CC=CC=2)[C-]2C=CC=C2)=CC=1.C1C=CC(P(C2C=CC=CC=2)[C-]2C=CC=C2)=CC=1.Cl[Pd]Cl.[Fe+2]. The product is [CH2:19]([O:18][C:4]1[C:5]([O:8][CH2:9][C:10]2[CH:15]=[CH:14][C:13]([O:16][CH3:17])=[CH:12][CH:11]=2)=[N:6][CH:7]=[C:2]([B:24]2[O:25][C:26]([CH3:28])([CH3:27])[C:22]([CH3:38])([CH3:21])[O:23]2)[CH:3]=1)[CH3:20]. The yield is 0.810.